Predict the reactants needed to synthesize the given product. From a dataset of Full USPTO retrosynthesis dataset with 1.9M reactions from patents (1976-2016). (1) Given the product [Br:1][C:2]1[N:3]([C:9]2[CH:14]=[CH:13][CH:12]=[C:11]([O:15][CH3:16])[C:10]=2[N+:17]([O-:19])=[O:18])[CH:4]=[C:5]([CH3:7])[N:6]=1, predict the reactants needed to synthesize it. The reactants are: [Br:1][C:2]1[NH:3][CH:4]=[C:5]([CH3:7])[N:6]=1.F[C:9]1[CH:14]=[CH:13][CH:12]=[C:11]([O:15][CH3:16])[C:10]=1[N+:17]([O-:19])=[O:18].C(=O)([O-])[O-].[K+].[K+].O. (2) Given the product [CH2:19]([NH:18][C:15]1[CH:14]=[CH:13][C:12]([C:10]2[N:9]([C:22]3[CH:27]=[CH:26][C:25]([CH3:28])=[CH:24][CH:23]=3)[N:8]=[C:7]([CH2:6][CH:5]([C:29]3[CH:30]=[C:31]([CH3:35])[CH:32]=[CH:33][CH:34]=3)[C:4]([OH:36])=[O:3])[CH:11]=2)=[CH:17][CH:16]=1)[CH:20]=[CH2:21], predict the reactants needed to synthesize it. The reactants are: C([O:3][C:4](=[O:36])[CH:5]([C:29]1[CH:30]=[C:31]([CH3:35])[CH:32]=[CH:33][CH:34]=1)[CH2:6][C:7]1[CH:11]=[C:10]([C:12]2[CH:17]=[CH:16][C:15]([NH:18][CH2:19][CH:20]=[CH2:21])=[CH:14][CH:13]=2)[N:9]([C:22]2[CH:27]=[CH:26][C:25]([CH3:28])=[CH:24][CH:23]=2)[N:8]=1)C.C(P(C(C)(C)C)C1C=CC=CC=1C1C=CC=CC=1)(C)(C)C.[O-]P([O-])([O-])=O.[K+].[K+].[K+].C(OC(=O)C(C1C=C(C)C=CC=1)CC1C=C(C2C=CC(Br)=CC=2)N(C2C=CC(C)=CC=2)N=1)C.C(N)C=C. (3) The reactants are: [OH:1][CH:2]1[CH:7]([C:8]2[CH:13]=[CH:12][C:11]([O:14][CH2:15][CH2:16][O:17][CH2:18][CH2:19][C:20]3[CH:25]=[CH:24][CH:23]=[CH:22][C:21]=3[O:26][CH3:27])=[CH:10][CH:9]=2)[CH2:6][CH2:5][N:4]([C:28]([O:30][C:31]([CH3:34])([CH3:33])[CH3:32])=[O:29])[CH2:3]1.Cl[CH2:36][C:37]1[CH:46]=[C:45]2[C:40]([CH2:41][CH2:42][C:43](=[O:52])[N:44]2[CH2:47][CH2:48][CH2:49][O:50][CH3:51])=[CH:39][CH:38]=1. Given the product [CH3:27][O:26][C:21]1[CH:22]=[CH:23][CH:24]=[CH:25][C:20]=1[CH2:19][CH2:18][O:17][CH2:16][CH2:15][O:14][C:11]1[CH:12]=[CH:13][C:8]([CH:7]2[CH2:6][CH2:5][N:4]([C:28]([O:30][C:31]([CH3:34])([CH3:33])[CH3:32])=[O:29])[CH2:3][CH:2]2[O:1][CH2:36][C:37]2[CH:46]=[C:45]3[C:40]([CH2:41][CH2:42][C:43](=[O:52])[N:44]3[CH2:47][CH2:48][CH2:49][O:50][CH3:51])=[CH:39][CH:38]=2)=[CH:9][CH:10]=1, predict the reactants needed to synthesize it. (4) Given the product [CH3:23][N:24]([CH2:1][C:3]1[CH:4]=[C:5]([C:9]2[NH:10][C:11]3[CH:12]=[CH:13][CH:14]=[C:15]4[C:21](=[O:22])[NH:20][CH2:19][CH2:18][C:17]=2[C:16]=34)[CH:6]=[CH:7][CH:8]=1)[CH3:25], predict the reactants needed to synthesize it. The reactants are: [CH:1]([C:3]1[CH:4]=[C:5]([C:9]2[NH:10][C:11]3[CH:12]=[CH:13][CH:14]=[C:15]4[C:21](=[O:22])[NH:20][CH2:19][CH2:18][C:17]=2[C:16]=34)[CH:6]=[CH:7][CH:8]=1)=O.[CH3:23][NH:24][CH3:25].C([BH3-])#N.[Na+].Cl.